This data is from Full USPTO retrosynthesis dataset with 1.9M reactions from patents (1976-2016). The task is: Predict the reactants needed to synthesize the given product. Given the product [C:1]([O:5][C:6]([NH:8][C@H:9]1[CH2:14][CH2:13][CH2:12][N:11]([C:15]2[CH:20]=[CH:19][N:18]=[CH:17][C:16]=2[NH:21][C:22]([C:24]2[C:33]([NH:34][C:35](=[O:44])[O:36][CH2:37][C:38]3[CH:39]=[CH:40][CH:41]=[CH:42][CH:43]=3)=[CH:32][C:31]3[C:26](=[CH:27][C:28]([CH:45]([OH:46])[CH3:47])=[CH:29][CH:30]=3)[N:25]=2)=[O:23])[CH2:10]1)=[O:7])([CH3:4])([CH3:2])[CH3:3], predict the reactants needed to synthesize it. The reactants are: [C:1]([O:5][C:6]([NH:8][C@H:9]1[CH2:14][CH2:13][CH2:12][N:11]([C:15]2[CH:20]=[CH:19][N:18]=[CH:17][C:16]=2[NH:21][C:22]([C:24]2[C:33]([NH:34][C:35](=[O:44])[O:36][CH2:37][C:38]3[CH:43]=[CH:42][CH:41]=[CH:40][CH:39]=3)=[CH:32][C:31]3[C:26](=[CH:27][C:28]([CH:45]=[O:46])=[CH:29][CH:30]=3)[N:25]=2)=[O:23])[CH2:10]1)=[O:7])([CH3:4])([CH3:3])[CH3:2].[CH2:47]1COCC1.